Dataset: Full USPTO retrosynthesis dataset with 1.9M reactions from patents (1976-2016). Task: Predict the reactants needed to synthesize the given product. (1) Given the product [F:1][C:2]1[CH:3]=[CH:4][C:5]([C:6](/[N:8]=[C:9]2\[NH:10][C:11]3[CH:26]=[CH:25][C:24]([CH2:27][N:28]4[CH2:33][CH2:32][CH2:31][CH2:30][CH2:29]4)=[CH:23][C:12]=3[N:13]\2[C@H:14]2[CH2:19][CH2:18][C@@H:17]([C:20](=[O:21])[NH:41][C:37]3[S:36][CH:40]=[CH:39][N:38]=3)[CH2:16][CH2:15]2)=[O:7])=[CH:34][CH:35]=1, predict the reactants needed to synthesize it. The reactants are: [F:1][C:2]1[CH:35]=[CH:34][C:5]([C:6](/[N:8]=[C:9]2\[NH:10][C:11]3[CH:26]=[CH:25][C:24]([CH2:27][N:28]4[CH2:33][CH2:32][CH2:31][CH2:30][CH2:29]4)=[CH:23][C:12]=3[N:13]\2[C@@H:14]2[CH2:19][CH2:18][C@H:17]([C:20](O)=[O:21])[CH2:16][CH2:15]2)=[O:7])=[CH:4][CH:3]=1.[S:36]1[CH:40]=[CH:39][N:38]=[C:37]1[NH2:41].CN(C=O)C.C(Cl)CCl. (2) Given the product [F:3][C:4]1[CH:5]=[CH:6][C:7]([C:10]([OH:12])=[O:11])=[N:8][CH:9]=1, predict the reactants needed to synthesize it. The reactants are: [OH-].[Na+].[F:3][C:4]1[CH:5]=[CH:6][C:7]([C:10]([O:12]CC)=[O:11])=[N:8][CH:9]=1.C(O)(=O)CC(CC(O)=O)(C(O)=O)O.